This data is from NCI-60 drug combinations with 297,098 pairs across 59 cell lines. The task is: Regression. Given two drug SMILES strings and cell line genomic features, predict the synergy score measuring deviation from expected non-interaction effect. Drug 1: CC1CCC2CC(C(=CC=CC=CC(CC(C(=O)C(C(C(=CC(C(=O)CC(OC(=O)C3CCCCN3C(=O)C(=O)C1(O2)O)C(C)CC4CCC(C(C4)OC)O)C)C)O)OC)C)C)C)OC. Drug 2: CC1=C2C(C(=O)C3(C(CC4C(C3C(C(C2(C)C)(CC1OC(=O)C(C(C5=CC=CC=C5)NC(=O)OC(C)(C)C)O)O)OC(=O)C6=CC=CC=C6)(CO4)OC(=O)C)O)C)O. Cell line: LOX IMVI. Synergy scores: CSS=14.6, Synergy_ZIP=-0.420, Synergy_Bliss=1.44, Synergy_Loewe=-0.410, Synergy_HSA=1.24.